Task: Binary Classification. Given a T-cell receptor sequence (or CDR3 region) and an epitope sequence, predict whether binding occurs between them.. Dataset: TCR-epitope binding with 47,182 pairs between 192 epitopes and 23,139 TCRs (1) The epitope is VTIAEILLI. The TCR CDR3 sequence is CAISEQLAGGNNEQFF. Result: 0 (the TCR does not bind to the epitope). (2) The epitope is RLRAEAQVK. The TCR CDR3 sequence is CSARPLKGEIEQYF. Result: 1 (the TCR binds to the epitope). (3) The epitope is ELAGIGILTV. The TCR CDR3 sequence is CASSLEGPGGGEQYF. Result: 1 (the TCR binds to the epitope). (4) The epitope is NLSALGIFST. The TCR CDR3 sequence is CASSDHLVAGANYGYTF. Result: 1 (the TCR binds to the epitope).